From a dataset of Reaction yield outcomes from USPTO patents with 853,638 reactions. Predict the reaction yield, written as a fraction of the theoretical maximum amount of product (1.0 means a 100% yield; for example, 0.34 means a 34% yield). (1) The reactants are [C:1]([C:3]1[CH:11]=[CH:10][CH:9]=[C:8]2[C:4]=1[CH2:5][N:6]([CH:13]([CH2:17][CH2:18][C:19](=[O:21])[NH2:20])[C:14](O)=[O:15])[C:7]2=[O:12])#[N:2]. The catalyst is C(#N)C. The product is [O:15]=[C:14]1[CH:13]([N:6]2[CH2:5][C:4]3[C:3]([C:1]#[N:2])=[CH:11][CH:10]=[CH:9][C:8]=3[C:7]2=[O:12])[CH2:17][CH2:18][C:19](=[O:21])[NH:20]1. The yield is 0.830. (2) The reactants are [CH3:1][N:2]1[C:10]2[CH:9]=[C:8]([N:11]3[CH:16]=[CH:15][C:14]([O:17][CH2:18][C:19]4[CH:24]=[CH:23][C:22]([C:25]([F:28])([F:27])[F:26])=[CH:21][CH:20]=4)=[CH:13][C:12]3=[O:29])[CH:7]=[CH:6][C:5]=2[C:4]2[CH2:30][N:31](C(OC(C)(C)C)=O)[CH2:32][CH2:33][C:3]1=2.[ClH:41]. The catalyst is CO.CCOCC. The product is [ClH:41].[ClH:41].[CH3:1][N:2]1[C:10]2[CH:9]=[C:8]([N:11]3[CH:16]=[CH:15][C:14]([O:17][CH2:18][C:19]4[CH:20]=[CH:21][C:22]([C:25]([F:27])([F:26])[F:28])=[CH:23][CH:24]=4)=[CH:13][C:12]3=[O:29])[CH:7]=[CH:6][C:5]=2[C:4]2[CH2:30][NH:31][CH2:32][CH2:33][C:3]1=2. The yield is 0.380. (3) The reactants are CC(C)([O-])C.[K+].[CH:7]1[CH:12]=[CH:11][C:10]([CH2:13][SH:14])=[CH:9][CH:8]=1.[CH3:15][C:16]([C:18]1[CH:23]=[CH:22][C:21]([F:24])=[CH:20][C:19]=1F)=[O:17].[Cl-].[NH4+]. The catalyst is O1CCCC1. The product is [CH2:13]([S:14][C:23]1[CH:22]=[C:21]([F:24])[CH:20]=[CH:19][C:18]=1[C:16](=[O:17])[CH3:15])[C:10]1[CH:11]=[CH:12][CH:7]=[CH:8][CH:9]=1. The yield is 0.610. (4) The reactants are [F:1][C:2]1[C:7]([F:8])=[C:6]([F:9])[C:5]([F:10])=[C:4]([F:11])[C:3]=1[CH:12]=[CH:13][C:14]1[CH:19]=[C:18]([O:20]C)[C:17]([CH2:22][CH2:23][CH3:24])=[C:16]([O:25]C)[CH:15]=1.Cl.N1C=CC=CC=1. No catalyst specified. The product is [F:1][C:2]1[C:7]([F:8])=[C:6]([F:9])[C:5]([F:10])=[C:4]([F:11])[C:3]=1[CH:12]=[CH:13][C:14]1[CH:15]=[C:16]([OH:25])[C:17]([CH2:22][CH2:23][CH3:24])=[C:18]([OH:20])[CH:19]=1. The yield is 0.210. (5) The reactants are C1(C(=[N:14][C:15]2[CH:20]=[CH:19][C:18]([O:21][C:22]3[CH:23]=[C:24]4[C:28](=[CH:29][C:30]=3[F:31])[N:27]([CH:32]3[CH2:37][CH2:36][CH2:35][CH2:34][O:33]3)[N:26]=[CH:25]4)=[C:17]([F:38])[CH:16]=2)C2C=CC=CC=2)C=CC=CC=1.Cl.CCOC(C)=O. The catalyst is C1COCC1.O. The product is [F:38][C:17]1[CH:16]=[C:15]([CH:20]=[CH:19][C:18]=1[O:21][C:22]1[CH:23]=[C:24]2[C:28](=[CH:29][C:30]=1[F:31])[N:27]([CH:32]1[CH2:37][CH2:36][CH2:35][CH2:34][O:33]1)[N:26]=[CH:25]2)[NH2:14]. The yield is 0.540. (6) The reactants are [CH3:1][O:2][C:3]1[CH:4]=[C:5]2[C:10](=[CH:11][C:12]=1[O:13][CH3:14])[N:9]=[CH:8][N:7]=[C:6]2[O:15][C:16]1[CH:26]=[CH:25][C:19]([O:20][CH2:21][C:22](O)=[O:23])=[CH:18][CH:17]=1.CCN=C=NCCCN(C)C.Cl.C1C=CC2N(O)N=NC=2C=1.[CH3:49][O:50][C:51]1[CH:56]=[CH:55][CH:54]=[C:53]([NH2:57])[CH:52]=1.C(=O)([O-])O.[Na+]. The catalyst is C(Cl)(Cl)Cl.O. The product is [CH3:49][O:50][C:51]1[CH:52]=[C:53]([NH:57][C:22](=[O:23])[CH2:21][O:20][C:19]2[CH:18]=[CH:17][C:16]([O:15][C:6]3[C:5]4[C:10](=[CH:11][C:12]([O:13][CH3:14])=[C:3]([O:2][CH3:1])[CH:4]=4)[N:9]=[CH:8][N:7]=3)=[CH:26][CH:25]=2)[CH:54]=[CH:55][CH:56]=1. The yield is 0.150. (7) The reactants are [CH3:1][O:2][C:3]([C:5]1[C:13]([NH:14][C:15]2[CH:20]=[CH:19][CH:18]=[CH:17][CH:16]=2)=[C:12]([Cl:21])[C:8]2[N:9]=[CH:10][NH:11][C:7]=2[CH:6]=1)=[O:4].C1C(=O)N([Br:29])C(=O)C1. The catalyst is CN(C=O)C. The product is [CH3:1][O:2][C:3]([C:5]1[C:13]([NH:14][C:15]2[CH:16]=[CH:17][C:18]([Br:29])=[CH:19][CH:20]=2)=[C:12]([Cl:21])[C:8]2[N:9]=[CH:10][NH:11][C:7]=2[CH:6]=1)=[O:4]. The yield is 0.540. (8) The reactants are [C:1]([S:5][CH2:6][CH:7]([CH2:11][C:12]1[CH:17]=[CH:16][CH:15]=[C:14]([Br:18])[CH:13]=1)[C:8]([OH:10])=O)([CH3:4])([CH3:3])[CH3:2].Cl.[CH2:20]([O:27][C:28](=[O:31])[CH2:29][NH2:30])[C:21]1[CH:26]=[CH:25][CH:24]=[CH:23][CH:22]=1.C(N(CC)CC)C.C1C=CC2N(O)N=NC=2C=1.C1(N=C=NC2CCCCC2)CCCCC1. The catalyst is C(Cl)Cl.C1COCC1. The product is [CH2:20]([O:27][C:28](=[O:31])[CH2:29][NH:30][C:8](=[O:10])[CH:7]([CH2:6][S:5][C:1]([CH3:2])([CH3:3])[CH3:4])[CH2:11][C:12]1[CH:17]=[CH:16][CH:15]=[C:14]([Br:18])[CH:13]=1)[C:21]1[CH:26]=[CH:25][CH:24]=[CH:23][CH:22]=1. The yield is 0.790. (9) The reactants are C[Al](C)C.[F:5][C:6]([F:10])([F:9])[CH2:7][NH2:8].C[O:12][C:13](=O)[C:14]1[CH:19]=[CH:18][C:17]([O:20][CH2:21][C:22]2[C:23]([C:28]3[CH:33]=[CH:32][C:31]([Cl:34])=[CH:30][CH:29]=3)=[N:24][O:25][C:26]=2[CH3:27])=[N:16][CH:15]=1.O. The catalyst is O1CCOCC1. The product is [Cl:34][C:31]1[CH:30]=[CH:29][C:28]([C:23]2[C:22]([CH2:21][O:20][C:17]3[CH:18]=[CH:19][C:14]([C:13]([NH:8][CH2:7][C:6]([F:10])([F:9])[F:5])=[O:12])=[CH:15][N:16]=3)=[C:26]([CH3:27])[O:25][N:24]=2)=[CH:33][CH:32]=1. The yield is 0.770. (10) The reactants are [CH2:1]([CH:3]1[CH2:11][C:6]2([O:10][CH2:9][CH2:8][O:7]2)[CH2:5][CH:4]1[C:12]([NH:14][NH:15][C:16]1[N:17]=[C:18]2[CH:24]=[CH:23][N:22]([S:25]([C:28]3[CH:34]=[CH:33][C:31]([CH3:32])=[CH:30][CH:29]=3)(=[O:27])=[O:26])[C:19]2=[N:20][CH:21]=1)=O)[CH3:2].O1CCOCC1.CCN(C(C)C)C(C)C.S(Cl)(Cl)=O. The catalyst is C(Cl)Cl. The product is [CH2:1]([CH:3]1[CH2:11][C:6]2([O:7][CH2:8][CH2:9][O:10]2)[CH2:5][CH:4]1[C:12]1[N:17]2[C:18]3[CH:24]=[CH:23][N:22]([S:25]([C:28]4[CH:29]=[CH:30][C:31]([CH3:32])=[CH:33][CH:34]=4)(=[O:27])=[O:26])[C:19]=3[N:20]=[CH:21][C:16]2=[N:15][N:14]=1)[CH3:2]. The yield is 0.640.